This data is from Forward reaction prediction with 1.9M reactions from USPTO patents (1976-2016). The task is: Predict the product of the given reaction. (1) Given the reactants Cl.[Cl:2][C:3]1[CH:33]=[CH:32][C:6]([C:7]([NH:9][CH2:10][C@H:11]([NH:13][C:14]2[CH:19]=[N:18][C:17](/[CH:20]=[CH:21]/[C:22](=[O:31])[NH:23][O:24]C3CCCCO3)=[CH:16][N:15]=2)[CH3:12])=[O:8])=[CH:5][CH:4]=1.CCOC(C)=O.CCOCC, predict the reaction product. The product is: [ClH:2].[Cl:2][C:3]1[CH:4]=[CH:5][C:6]([C:7]([NH:9][CH2:10][C@H:11]([NH:13][C:14]2[CH:19]=[N:18][C:17](/[CH:20]=[CH:21]/[C:22]([NH:23][OH:24])=[O:31])=[CH:16][N:15]=2)[CH3:12])=[O:8])=[CH:32][CH:33]=1. (2) The product is: [Br:1][C:2]1[CH:3]=[C:4]([CH:7]=[C:8]([F:10])[CH:9]=1)[CH2:5][Br:31]. Given the reactants [Br:1][C:2]1[CH:3]=[C:4]([CH:7]=[C:8]([F:10])[CH:9]=1)[CH2:5]O.C1(P(C2C=CC=CC=2)C2C=CC=CC=2)C=CC=CC=1.C(Br)(Br)(Br)[Br:31], predict the reaction product. (3) Given the reactants [CH3:1][C:2]1[CH:3]=[C:4]([C:12]2[CH:22]=[CH:21][C:15]3[N:16]([CH3:20])[CH2:17][CH2:18][O:19][C:14]=3[CH:13]=2)[C:5]2[N:6]([N:8]=[C:9]([NH2:11])[N:10]=2)[CH:7]=1.Br[C:24]1[CH:29]=[CH:28][C:27]([N:30]2[CH:34]=[C:33]([CH3:35])[N:32]=[CH:31]2)=[C:26]([O:36][CH3:37])[CH:25]=1.C(Cl)Cl, predict the reaction product. The product is: [CH3:37][O:36][C:26]1[CH:25]=[C:24]([NH:11][C:9]2[N:10]=[C:5]3[C:4]([C:12]4[CH:22]=[CH:21][C:15]5[N:16]([CH3:20])[CH2:17][CH2:18][O:19][C:14]=5[CH:13]=4)=[CH:3][C:2]([CH3:1])=[CH:7][N:6]3[N:8]=2)[CH:29]=[CH:28][C:27]=1[N:30]1[CH:34]=[C:33]([CH3:35])[N:32]=[CH:31]1. (4) Given the reactants Br[C:2]1[CH:7]=[C:6]([Cl:8])[CH:5]=[C:4]([Cl:9])[CH:3]=1.[Li]CCCC.C1([C:21](=[O:30])[CH2:22][C:23]2[CH:24]=[C:25](C)[CH:26]=[CH:27][CH:28]=2)C=CC=CC=1, predict the reaction product. The product is: [Cl:9][C:4]1[CH:3]=[C:2]([C:21](=[O:30])[CH2:22][C:23]2[CH:24]=[CH:25][CH:26]=[CH:27][CH:28]=2)[CH:7]=[C:6]([Cl:8])[CH:5]=1. (5) Given the reactants [F:1][C:2]1[CH:22]=[CH:21][C:5]([CH2:6][C@@H:7]2[CH2:12][CH2:11][CH2:10][N:9]([CH:13]3[CH:20]4[CH:16]([CH2:17][NH:18][CH2:19]4)[CH2:15][CH2:14]3)[CH2:8]2)=[CH:4][CH:3]=1.C1([O:29][C:30](=O)[NH:31][C:32]2[CH:37]=[C:36]([C:38]3[N:42]([CH3:43])[N:41]=[N:40][N:39]=3)[CH:35]=[C:34]([CH2:44][CH3:45])[CH:33]=2)C=CC=CC=1.C(N(CC)CC)C.C(#N)C, predict the reaction product. The product is: [CH2:44]([C:34]1[CH:33]=[C:32]([NH:31][C:30]([N:18]2[CH2:19][CH:20]3[CH:13]([N:9]4[CH2:10][CH2:11][CH2:12][C@@H:7]([CH2:6][C:5]5[CH:4]=[CH:3][C:2]([F:1])=[CH:22][CH:21]=5)[CH2:8]4)[CH2:14][CH2:15][CH:16]3[CH2:17]2)=[O:29])[CH:37]=[C:36]([C:38]2[N:42]([CH3:43])[N:41]=[N:40][N:39]=2)[CH:35]=1)[CH3:45]. (6) The product is: [CH:1]1([C:7]2[C:15]3[C:10](=[CH:11][CH:12]=[C:13]([NH:16][C:19]4[N:28]=[CH:27][C:26]([CH:29]5[CH2:31][CH2:30]5)=[CH:25][C:20]=4[C:21]([O:23][CH3:24])=[O:22])[CH:14]=3)[N:9]([CH3:17])[CH:8]=2)[CH2:2][CH2:3][CH2:4][CH2:5][CH2:6]1. Given the reactants [CH:1]1([C:7]2[C:15]3[C:10](=[CH:11][CH:12]=[C:13]([NH2:16])[CH:14]=3)[N:9]([CH3:17])[CH:8]=2)[CH2:6][CH2:5][CH2:4][CH2:3][CH2:2]1.Cl[C:19]1[N:28]=[CH:27][C:26]([CH:29]2[CH2:31][CH2:30]2)=[CH:25][C:20]=1[C:21]([O:23][CH3:24])=[O:22].C(=O)([O-])[O-].[Cs+].[Cs+], predict the reaction product. (7) Given the reactants [OH-].[Na+].[O:3]1[CH:7]=[CH:6][CH:5]=[C:4]1/[C:8](=[N:16]\[O:17][CH2:18][C:19]1[CH:24]=[CH:23][C:22]([O:25][CH2:26][C:27]2[N:28]=[C:29]([C:33]3[CH:38]=[CH:37][CH:36]=[CH:35][CH:34]=3)[O:30][C:31]=2[CH3:32])=[CH:21][CH:20]=1)/[CH2:9][CH2:10][C:11]([O:13]CC)=[O:12].CO.Cl, predict the reaction product. The product is: [O:3]1[CH:7]=[CH:6][CH:5]=[C:4]1/[C:8](=[N:16]\[O:17][CH2:18][C:19]1[CH:24]=[CH:23][C:22]([O:25][CH2:26][C:27]2[N:28]=[C:29]([C:33]3[CH:34]=[CH:35][CH:36]=[CH:37][CH:38]=3)[O:30][C:31]=2[CH3:32])=[CH:21][CH:20]=1)/[CH2:9][CH2:10][C:11]([OH:13])=[O:12]. (8) Given the reactants [F:1][C:2]1[CH:7]=[CH:6][C:5]([N:8]2[C:11](=[O:12])[C@H:10]([S:13][CH2:14][C:15]([C:17]3[CH:22]=[CH:21][C:20]([F:23])=[CH:19][CH:18]=3)=[O:16])[C@H:9]2[C:24]2[CH:41]=[CH:40][C:27]([O:28][CH2:29][C:30]([NH:32][C@@H:33]([C:37](O)=[O:38])[CH:34]([CH3:36])[CH3:35])=[O:31])=[CH:26][CH:25]=2)=[CH:4][CH:3]=1.C[N:43]1CC[O:46][CH2:45][CH2:44]1.CN(C(ON1N=NC2C=CC=CC1=2)=[N+](C)C)C.[B-](F)(F)(F)F.NC(O)C.[BH4-].[Na+].C([O-])(=O)C.[NH4+], predict the reaction product. The product is: [F:1][C:2]1[CH:7]=[CH:6][C:5]([N:8]2[C:11](=[O:12])[C@H:10]([S:13][CH2:14][CH:15]([C:17]3[CH:22]=[CH:21][C:20]([F:23])=[CH:19][CH:18]=3)[OH:16])[C@H:9]2[C:24]2[CH:41]=[CH:40][C:27]([O:28][CH2:29][C:30]([NH:32][C@@H:33]([C:37]([NH:43][CH2:44][CH2:45][OH:46])=[O:38])[CH:34]([CH3:35])[CH3:36])=[O:31])=[CH:26][CH:25]=2)=[CH:4][CH:3]=1. (9) Given the reactants [CH3:1][O:2][C:3]1[CH:4]=[C:5]([C:10]#[CH:11])[CH:6]=[CH:7][C:8]=1[OH:9].[Cl:12][C:13]1[CH:20]=[C:19]([F:21])[CH:18]=[CH:17][C:14]=1[CH2:15][SH:16].[Na], predict the reaction product. The product is: [CH3:1][O:2][C:3]1[CH:4]=[C:5]([CH:6]=[CH:7][C:8]=1[OH:9])/[CH:10]=[CH:11]\[CH:15]([S:16][CH:15](/[CH:11]=[CH:10]\[C:5]1[CH:6]=[CH:7][C:8]([OH:9])=[C:3]([O:2][CH3:1])[CH:4]=1)[C:14]1[CH:17]=[CH:18][C:19]([F:21])=[CH:20][C:13]=1[Cl:12])[C:14]1[CH:17]=[CH:18][C:19]([F:21])=[CH:20][C:13]=1[Cl:12].